From a dataset of CYP3A4 inhibition data for predicting drug metabolism from PubChem BioAssay. Regression/Classification. Given a drug SMILES string, predict its absorption, distribution, metabolism, or excretion properties. Task type varies by dataset: regression for continuous measurements (e.g., permeability, clearance, half-life) or binary classification for categorical outcomes (e.g., BBB penetration, CYP inhibition). Dataset: cyp3a4_veith. (1) The molecule is COC(=O)N1CCC2(CCN(C(=O)Nc3ccccc3)CC2)CC1. The result is 0 (non-inhibitor). (2) The compound is COC(=O)[C@H](C)NC(=O)C/C=C\[C@@H](C)[C@@H](CO)OC. The result is 0 (non-inhibitor). (3) The molecule is CCC/C=C(\CCC)C(NC(=O)c1cccs1)c1ccc(C(F)(F)F)cc1. The result is 1 (inhibitor). (4) The compound is CC(=O)NC(NC(C)=O)c1ccc(Br)cc1. The result is 0 (non-inhibitor). (5) The compound is c1ccc(-n2cnc3cc(NCc4cccs4)ccc32)cc1. The result is 1 (inhibitor). (6) The compound is COC(=O)c1sccc1NC(=O)CSc1ccc(Cl)cc1. The result is 0 (non-inhibitor). (7) The compound is COc1ncc2nc(-c3cccs3)c(=O)n(C)c2n1. The result is 1 (inhibitor). (8) The molecule is CN(C)CC/C=C1\c2ccccc2CSc2ccccc21. The result is 0 (non-inhibitor). (9) The compound is CCOc1cccc(NC(=O)CSc2nc(C)c3c(c2C#N)CCCC3)c1. The result is 0 (non-inhibitor). (10) The drug is O=C(O)Cc1cccnc1C(=O)O. The result is 0 (non-inhibitor).